Task: Predict the product of the given reaction.. Dataset: Forward reaction prediction with 1.9M reactions from USPTO patents (1976-2016) (1) Given the reactants [C:1]([O:5][C:6]([N:8]1[CH2:13][CH:12]2[CH:10]([O:11]2)[C@H:9]1[CH2:14][CH2:15][NH:16][C:17](=[O:36])[C@@H:18]([NH:23][C:24](=[O:35])[C:25]1[CH:30]=[CH:29][C:28]([C:31]([CH3:34])([CH3:33])[CH3:32])=[CH:27][CH:26]=1)[CH2:19][CH:20]([CH3:22])[CH3:21])=[O:7])([CH3:4])([CH3:3])[CH3:2].[H-].[Na+].O, predict the reaction product. The product is: [C:1]([O:5][C:6]([N:8]1[CH2:13][C@H:12]([OH:11])[C@H:10]2[N:16]([C:17](=[O:36])[C@@H:18]([NH:23][C:24](=[O:35])[C:25]3[CH:26]=[CH:27][C:28]([C:31]([CH3:33])([CH3:34])[CH3:32])=[CH:29][CH:30]=3)[CH2:19][CH:20]([CH3:21])[CH3:22])[CH2:15][CH2:14][C@@H:9]12)=[O:7])([CH3:2])([CH3:4])[CH3:3]. (2) Given the reactants CC1[N:3]([C:8]2[N:13]=[C:12]([CH2:14][C:15]([NH:17][C:18]3[CH:23]=[CH:22][C:21]([NH:24][C:25](=[O:40])[C:26]4[CH:31]=[CH:30][C:29]([CH3:32])=[N:28][C:27]=4[N:33]4[CH2:38][CH2:37][CH:36]([CH3:39])[CH2:35][CH2:34]4)=[CH:20][CH:19]=3)=[O:16])[CH:11]=[CH:10][CH:9]=2)C(C)=CC=1.Cl.NO.C(N(CC)CC)C, predict the reaction product. The product is: [NH2:3][C:8]1[N:13]=[C:12]([CH2:14][C:15]([NH:17][C:18]2[CH:19]=[CH:20][C:21]([NH:24][C:25](=[O:40])[C:26]3[CH:31]=[CH:30][C:29]([CH3:32])=[N:28][C:27]=3[N:33]3[CH2:38][CH2:37][CH:36]([CH3:39])[CH2:35][CH2:34]3)=[CH:22][CH:23]=2)=[O:16])[CH:11]=[CH:10][CH:9]=1. (3) The product is: [CH3:1][O:2][C:3](=[O:28])[CH2:4][CH2:5][CH2:6][CH2:7][CH2:8][O:9][C:10]1[CH:11]=[CH:12][C:13]([O:16][C:17](=[O:27])[CH2:18][OH:19])=[CH:14][CH:15]=1. Given the reactants [CH3:1][O:2][C:3](=[O:28])[CH2:4][CH2:5][CH2:6][CH2:7][CH2:8][O:9][C:10]1[CH:15]=[CH:14][C:13]([O:16][C:17](=[O:27])[CH2:18][O:19]CC2C=CC=CC=2)=[CH:12][CH:11]=1, predict the reaction product.